From a dataset of Full USPTO retrosynthesis dataset with 1.9M reactions from patents (1976-2016). Predict the reactants needed to synthesize the given product. The reactants are: ClC1N=C(Cl)C([N+]([O-])=O)=CN=1.[N+:12]([NH:15][C@H:16]([C:24]([OH:26])=[O:25])[CH2:17][C:18]1[CH:23]=[CH:22][CH:21]=[CH:20][CH:19]=1)([O-])=O. Given the product [NH2:12][NH:15][C@H:16]([C:24]([OH:26])=[O:25])[CH2:17][C:18]1[CH:23]=[CH:22][CH:21]=[CH:20][CH:19]=1, predict the reactants needed to synthesize it.